Dataset: PAMPA (Parallel Artificial Membrane Permeability Assay) permeability data from NCATS. Task: Regression/Classification. Given a drug SMILES string, predict its absorption, distribution, metabolism, or excretion properties. Task type varies by dataset: regression for continuous measurements (e.g., permeability, clearance, half-life) or binary classification for categorical outcomes (e.g., BBB penetration, CYP inhibition). Dataset: pampa_ncats. The drug is C1CN(CCC1N2C3=CC=CC=C3NC2=O)CCCC(=O)C4=CC=C(C=C4)F. The result is 1 (high permeability).